From a dataset of Reaction yield outcomes from USPTO patents with 853,638 reactions. Predict the reaction yield, written as a fraction of the theoretical maximum amount of product (1.0 means a 100% yield; for example, 0.34 means a 34% yield). (1) The reactants are C1(O[C:8](=[O:24])[NH:9][C:10]2[S:14][N:13]=[C:12]([S:15][CH2:16][CH2:17][CH2:18][CH2:19][CH3:20])[C:11]=2[C:21](=[O:23])[NH2:22])C=CC=CC=1.[NH2:25][CH2:26][CH2:27][CH2:28][N:29]1[CH2:33][CH2:32][CH2:31][CH2:30]1.[OH-].[Na+]. The catalyst is O1CCCC1. The product is [CH2:16]([S:15][C:12]1[C:11]([C:21]([NH2:22])=[O:23])=[C:10]([NH:9][C:8]([NH:25][CH2:26][CH2:27][CH2:28][N:29]2[CH2:33][CH2:32][CH2:31][CH2:30]2)=[O:24])[S:14][N:13]=1)[CH2:17][CH2:18][CH2:19][CH3:20]. The yield is 0.780. (2) The reactants are [CH3:1][S:2][C:3]1[CH:4]=[CH:5][C:6]([C:9](OCC)=[O:10])=[N:7][CH:8]=1.[BH4-].[Na+].C(O)C.O1CCCC1. The catalyst is O. The product is [CH3:1][S:2][C:3]1[CH:4]=[CH:5][C:6]([CH2:9][OH:10])=[N:7][CH:8]=1. The yield is 0.680. (3) The reactants are [NH2:1][C@@H:2]([CH2:6][CH2:7][C@H:8]([S:11][S:12][CH3:13])[CH2:9][NH2:10])[C:3]([OH:5])=[O:4].C(=O)(O)[O-].[Na+].[C:19](=O)([O:31]C1C=CC([N+]([O-])=O)=CC=1)[O:20][CH2:21][C:22]1[CH:27]=[CH:26][C:25]([N:28]=[N+:29]=[N-:30])=[CH:24][CH:23]=1.C(N(CC([O-])=O)CC([O-])=O)CN(CC(O)=O)CC(O)=O.[Na+].[Na+]. The catalyst is O.CC(C)=O.O.O.O.O.O.S([O-])([O-])(=O)=O.[Cu+2]. The product is [NH2:1][C@@H:2]([CH2:6][CH2:7][C@H:8]([S:11][S:12][CH3:13])[CH2:9][NH:10][C:19]([O:20][CH2:21][C:22]1[CH:23]=[CH:24][C:25]([N:28]=[N+:29]=[N-:30])=[CH:26][CH:27]=1)=[O:31])[C:3]([OH:5])=[O:4]. The yield is 0.160.